Dataset: Forward reaction prediction with 1.9M reactions from USPTO patents (1976-2016). Task: Predict the product of the given reaction. (1) Given the reactants [CH3:1][S:2](Cl)(=[O:4])=[O:3].[CH3:6][C:7]1[O:11][N:10]=[C:9]([C:12]2[N:16]3[N:17]=[C:18]([O:25][CH2:26][C:27]4[N:32]=[CH:31][C:30]([CH2:33][CH2:34][OH:35])=[CH:29][CH:28]=4)[C:19]4[C:24]([C:15]3=[N:14][N:13]=2)=[CH:23][CH:22]=[CH:21][CH:20]=4)[CH:8]=1.CCN(CC)CC, predict the reaction product. The product is: [CH3:6][C:7]1[O:11][N:10]=[C:9]([C:12]2[N:16]3[N:17]=[C:18]([O:25][CH2:26][C:27]4[N:32]=[CH:31][C:30]([CH2:33][CH2:34][O:35][S:2]([CH3:1])(=[O:4])=[O:3])=[CH:29][CH:28]=4)[C:19]4[C:24]([C:15]3=[N:14][N:13]=2)=[CH:23][CH:22]=[CH:21][CH:20]=4)[CH:8]=1. (2) Given the reactants [CH2:1]1[C:4]2([CH2:8][CH2:7][N:6]([C:9]([O:11][CH3:12])=[O:10])[CH2:5]2)[CH2:3][N:2]1C(OC(C)(C)C)=O.[C:20]([OH:26])([C:22]([F:25])([F:24])[F:23])=[O:21], predict the reaction product. The product is: [CH2:3]1[C:4]2([CH2:8][CH2:7][N:6]([C:9]([O:11][CH3:12])=[O:10])[CH2:5]2)[CH2:1][NH:2]1.[C:20]([OH:26])([C:22]([F:25])([F:24])[F:23])=[O:21]. (3) Given the reactants [O:1]1[CH2:5][CH2:4][CH2:3][CH2:2]1.[NH:6]1[C:14]2[C:9](=[CH:10][CH:11]=[CH:12][CH:13]=2)[C:8]([CH2:15][C:16]([NH2:18])=[O:17])=[CH:7]1, predict the reaction product. The product is: [C:8]1([C:15]2[C:16](=[O:17])[NH:18][C:5](=[O:1])[C:4]=2[C:3]2[C:9]3[C:14](=[CH:13][CH:12]=[CH:11][CH:10]=3)[NH:6][CH:2]=2)[C:9]2=[C:14]3[C:13](=[CH:12][CH:11]=[CH:10]2)[CH2:15][CH2:8][CH2:7][N:6]3[CH:7]=1. (4) Given the reactants [C:1]([C:4]1[C:12]2[C:7](=[N:8][CH:9]=[CH:10][CH:11]=2)[N:6]([CH2:13][C:14]([N:16]2[C@H:21]([C:22](=[O:33])[NH:23][C@@H:24]3[CH2:26][C@H:25]3[C:27]3[CH:32]=[CH:31][CH:30]=[CH:29][CH:28]=3)[CH2:20][C@:19]3([CH2:34][O:35]C(=O)CN4C5=NC=CC=C5C(C(=O)C)=N4)[C@H:17]2[CH2:18]3)=[O:15])[N:5]=1)(=[O:3])[CH3:2].[OH-].[Na+].C([O-])(O)=O.[Na+], predict the reaction product. The product is: [C:27]1([C@@H:25]2[CH2:26][C@H:24]2[NH:23][C:22]([C@@H:21]2[CH2:20][C@:19]3([CH2:34][OH:35])[C@@H:17]([CH2:18]3)[N:16]2[C:14](=[O:15])[CH2:13][N:6]2[C:7]3=[N:8][CH:9]=[CH:10][CH:11]=[C:12]3[C:4]([C:1](=[O:3])[CH3:2])=[N:5]2)=[O:33])[CH:32]=[CH:31][CH:30]=[CH:29][CH:28]=1. (5) Given the reactants Br[C:2]1[CH:3]=[CH:4][C:5]([F:28])=[C:6]([CH:8]2[N:12]([C:13]3[CH:18]=[CH:17][C:16]([F:19])=[CH:15][C:14]=3[F:20])[N:11]=[C:10]([C:21]([F:27])([F:26])[C:22]([F:25])([F:24])[F:23])[CH2:9]2)[CH:7]=1.[C:29]([O:33][C:34]([N:36]1[CH2:41][CH:40]=[C:39](B2OC(C)(C)C(C)(C)O2)[CH2:38][CH2:37]1)=[O:35])([CH3:32])([CH3:31])[CH3:30].C(=O)([O-])[O-].[Na+].[Na+].CCCC, predict the reaction product. The product is: [F:20][C:14]1[CH:15]=[C:16]([F:19])[CH:17]=[CH:18][C:13]=1[N:12]1[CH:8]([C:6]2[CH:7]=[C:2]([C:39]3[CH2:38][CH2:37][N:36]([C:34]([O:33][C:29]([CH3:30])([CH3:31])[CH3:32])=[O:35])[CH2:41][CH:40]=3)[CH:3]=[CH:4][C:5]=2[F:28])[CH2:9][C:10]([C:21]([F:27])([F:26])[C:22]([F:25])([F:23])[F:24])=[N:11]1.